From a dataset of Catalyst prediction with 721,799 reactions and 888 catalyst types from USPTO. Predict which catalyst facilitates the given reaction. (1) Reactant: [Br:1][C:2]1[CH:3]=[C:4]([F:11])[C:5]([CH2:9]O)=[C:6]([F:8])[CH:7]=1.[BrH:12].O. Product: [Br:1][C:2]1[CH:3]=[C:4]([F:11])[C:5]([CH2:9][Br:12])=[C:6]([F:8])[CH:7]=1. The catalyst class is: 15. (2) Reactant: Br[C:2]1[CH:10]=[CH:9][C:8]([C:11]([NH2:13])=[O:12])=[C:7]2[C:3]=1[CH:4]=[CH:5][NH:6]2.CC1(C)C(C)(C)OB([C:22]2[CH2:23][N:24]([C:28]([O:30][C:31]([CH3:34])([CH3:33])[CH3:32])=[O:29])[CH2:25][CH2:26][CH:27]=2)O1.C(=O)([O-])[O-].[Na+].[Na+].C1COCC1. Product: [C:11]([C:8]1[CH:9]=[CH:10][C:2]([C:22]2[CH2:23][N:24]([C:28]([O:30][C:31]([CH3:34])([CH3:33])[CH3:32])=[O:29])[CH2:25][CH2:26][CH:27]=2)=[C:3]2[C:7]=1[NH:6][CH:5]=[CH:4]2)(=[O:12])[NH2:13]. The catalyst class is: 72.